The task is: Predict the product of the given reaction.. This data is from Forward reaction prediction with 1.9M reactions from USPTO patents (1976-2016). (1) Given the reactants [C:1]1([C:11](O)=[O:12])[C:10]2C(=CC=CC=2)C=[CH:3][N:2]=1.C(N(CC)C(C)C)(C)C.[CH:23]1[CH:24]=[CH:25][C:26]2N(O)N=N[C:27]=2[CH:28]=1.C(Cl)CCl.[NH:37]1[C:41]2[CH:42]=[CH:43][CH:44]=[CH:45][C:40]=2[N:39]=[C:38]1[CH2:46][N:47]([CH:52]1[C:61]2[N:60]=[CH:59][CH:58]=[CH:57][C:56]=2[CH2:55][CH2:54][CH2:53]1)[CH2:48][CH2:49][CH2:50][NH2:51], predict the reaction product. The product is: [NH:37]1[C:41]2[CH:42]=[CH:43][CH:44]=[CH:45][C:40]=2[N:39]=[C:38]1[CH2:46][N:47]([CH:52]1[C:61]2[N:60]=[CH:59][CH:58]=[CH:57][C:56]=2[CH2:55][CH2:54][CH2:53]1)[CH2:48][CH2:49][CH2:50][NH:51][C:11]([C:1]1[N:2]=[CH:3][C:27]2[C:26]([CH:10]=1)=[CH:25][CH:24]=[CH:23][CH:28]=2)=[O:12]. (2) Given the reactants O[CH2:2][C:3]1[CH:28]=[CH:27][C:6]([O:7][CH2:8][C:9]2[N:10]=[C:11]([C:15]3[CH:16]=[C:17]([CH2:21][C:22]([O:24][CH2:25][CH3:26])=[O:23])[CH:18]=[CH:19][CH:20]=3)[O:12][C:13]=2[CH3:14])=[C:5]([O:29][CH3:30])[CH:4]=1.S(Cl)([Cl:33])=O.C(=O)([O-])O.[Na+], predict the reaction product. The product is: [Cl:33][CH2:2][C:3]1[CH:28]=[CH:27][C:6]([O:7][CH2:8][C:9]2[N:10]=[C:11]([C:15]3[CH:16]=[C:17]([CH2:21][C:22]([O:24][CH2:25][CH3:26])=[O:23])[CH:18]=[CH:19][CH:20]=3)[O:12][C:13]=2[CH3:14])=[C:5]([O:29][CH3:30])[CH:4]=1. (3) The product is: [CH3:1][O:2][C:3]([CH3:8])([CH3:7])[CH2:4][CH2:5][O:6][C:16]1[CH:17]=[CH:18][CH:19]=[C:12]([N+:9]([O-:11])=[O:10])[C:13]=1[C:14]#[N:15]. Given the reactants [CH3:1][O:2][C:3]([CH3:8])([CH3:7])[CH2:4][CH2:5][OH:6].[N+:9]([C:12]1[CH:19]=[CH:18][CH:17]=[C:16]([N+]([O-])=O)[C:13]=1[C:14]#[N:15])([O-:11])=[O:10], predict the reaction product.